Dataset: Reaction yield outcomes from USPTO patents with 853,638 reactions. Task: Predict the reaction yield, written as a fraction of the theoretical maximum amount of product (1.0 means a 100% yield; for example, 0.34 means a 34% yield). (1) The product is [NH:5]1[CH:6]=[C:2]([C:31]2[CH:32]=[CH:33][C:34]([CH3:37])=[N:35][CH:36]=2)[N:3]=[CH:4]1. The reactants are I[C:2]1[N:3]=[CH:4][N:5](C(C2C=CC=CC=2)(C2C=CC=CC=2)C2C=CC=CC=2)[CH:6]=1.C([Mg]Br)C.Br[C:31]1[CH:32]=[CH:33][C:34]([CH3:37])=[N:35][CH:36]=1. The catalyst is C1COCC1.ClCCl.[Cl-].[Zn+2].[Cl-].C1C=CC([P]([Pd]([P](C2C=CC=CC=2)(C2C=CC=CC=2)C2C=CC=CC=2)([P](C2C=CC=CC=2)(C2C=CC=CC=2)C2C=CC=CC=2)[P](C2C=CC=CC=2)(C2C=CC=CC=2)C2C=CC=CC=2)(C2C=CC=CC=2)C2C=CC=CC=2)=CC=1. The yield is 0.630. (2) The reactants are [C:1]([O:5][C:6]([N:8]1[CH2:13][CH2:12][CH:11]([C:14]([OH:16])=O)[CH2:10][CH2:9]1)=[O:7])([CH3:4])([CH3:3])[CH3:2].CN(C(ON1N=NC2C=CC=NC1=2)=[N+](C)C)C.F[P-](F)(F)(F)(F)F.Cl.[NH2:42][CH2:43][C:44]([C:46]1[CH:51]=[CH:50][C:49]([N+:52]([O-:54])=[O:53])=[CH:48][CH:47]=1)=[O:45].CCN(C(C)C)C(C)C. The catalyst is CN(C=O)C.O. The product is [N+:52]([C:49]1[CH:48]=[CH:47][C:46]([C:44](=[O:45])[CH2:43][NH:42][C:14]([CH:11]2[CH2:10][CH2:9][N:8]([C:6]([O:5][C:1]([CH3:2])([CH3:3])[CH3:4])=[O:7])[CH2:13][CH2:12]2)=[O:16])=[CH:51][CH:50]=1)([O-:54])=[O:53]. The yield is 0.600.